From a dataset of Full USPTO retrosynthesis dataset with 1.9M reactions from patents (1976-2016). Predict the reactants needed to synthesize the given product. (1) Given the product [Cl:1][C:2]1[CH:7]=[CH:6][CH:5]=[C:4]([Cl:8])[C:3]=1[N:14]([C:12](=[O:13])[CH2:11][Cl:10])[C:15]1[CH:16]=[CH:17][C:18]([CH3:21])=[CH:19][CH:20]=1, predict the reactants needed to synthesize it. The reactants are: [Cl:1][C:2]1[CH:7]=[CH:6][CH:5]=[C:4]([Cl:8])[C:3]=1O.[Cl:10][CH2:11][C:12]([NH:14][C:15]1[CH:20]=[CH:19][C:18]([CH3:21])=[CH:17][CH:16]=1)=[O:13]. (2) Given the product [CH:18]1([N:13]2[C:12]([C:35]3[CH:36]=[CH:37][C:32]([CH3:31])=[CH:33][CH:34]=3)=[C:11]3[C:15]([CH2:16][CH2:17][NH:8][CH2:9][CH2:10]3)=[N:14]2)[CH2:19][CH2:20][CH2:21][CH2:22]1, predict the reactants needed to synthesize it. The reactants are: C(OC([N:8]1[CH2:17][CH2:16][C:15]2[C:11](=[C:12](OS(C(F)(F)F)(=O)=O)[N:13]([CH:18]3[CH2:22][CH2:21][CH2:20][CH2:19]3)[N:14]=2)[CH2:10][CH2:9]1)=O)(C)(C)C.[CH3:31][C:32]1[CH:37]=[CH:36][C:35](B(O)O)=[CH:34][CH:33]=1. (3) Given the product [CH3:12][O:7][C:6](=[O:8])[C:5]1[CH:9]=[CH:10][C:2]([NH2:1])=[CH:3][C:4]=1[Cl:11], predict the reactants needed to synthesize it. The reactants are: [NH2:1][C:2]1[CH:10]=[CH:9][C:5]([C:6]([OH:8])=[O:7])=[C:4]([Cl:11])[CH:3]=1.[C:12](Cl)(=O)C. (4) Given the product [F:1][C:2]1[C:12]([NH:13][CH2:14][C:15]2[CH:20]=[C:19]([C:21]3[CH:26]=[CH:25][CH:24]=[C:23]([F:27])[CH:22]=3)[CH:18]=[CH:17][C:16]=2[F:28])=[C:11]([F:29])[CH:10]=[CH:9][C:3]=1[O:4][CH2:5][C:6]([O:8][CH:31]([CH3:32])[CH3:30])=[O:7], predict the reactants needed to synthesize it. The reactants are: [F:1][C:2]1[C:12]([NH:13][CH2:14][C:15]2[CH:20]=[C:19]([C:21]3[CH:26]=[CH:25][CH:24]=[C:23]([F:27])[CH:22]=3)[CH:18]=[CH:17][C:16]=2[F:28])=[C:11]([F:29])[CH:10]=[CH:9][C:3]=1[O:4][CH2:5][C:6]([OH:8])=[O:7].[CH3:30][CH:31](O)[CH3:32]. (5) Given the product [CH3:13][N:14]1[C:22](=[O:23])[C:21]2[C:16](=[C:17]([O:28][C:29]3[CH:30]=[CH:31][C:32]([S:35]([CH3:38])(=[O:37])=[O:36])=[CH:33][CH:34]=3)[CH:18]=[C:19]([C:24]([NH:8][C:5]3[CH:4]=[CH:3][C:2]([CH3:1])=[CH:7][N:6]=3)=[O:25])[CH:20]=2)[CH2:15]1, predict the reactants needed to synthesize it. The reactants are: [CH3:1][C:2]1[CH:3]=[CH:4][C:5]([NH2:8])=[N:6][CH:7]=1.[Al](Cl)(C)C.[CH3:13][N:14]1[C:22](=[O:23])[C:21]2[C:16](=[C:17]([O:28][C:29]3[CH:34]=[CH:33][C:32]([S:35]([CH3:38])(=[O:37])=[O:36])=[CH:31][CH:30]=3)[CH:18]=[C:19]([C:24](OC)=[O:25])[CH:20]=2)[CH2:15]1.